Dataset: Full USPTO retrosynthesis dataset with 1.9M reactions from patents (1976-2016). Task: Predict the reactants needed to synthesize the given product. (1) Given the product [CH2:24]([C:3]([CH:14]=[O:15])([CH2:1][CH3:2])[C:4]([O:6][CH2:7][C:8]1[CH:13]=[CH:12][CH:11]=[CH:10][CH:9]=1)=[O:5])[CH3:25], predict the reactants needed to synthesize it. The reactants are: [CH2:1]([C:3]([CH2:24][CH3:25])([C:14](OCC1C=CC=CC=1)=[O:15])[C:4]([O:6][CH2:7][C:8]1[CH:13]=[CH:12][CH:11]=[CH:10][CH:9]=1)=[O:5])[CH3:2].CC(C[AlH]CC(C)C)C. (2) Given the product [F:11][C:9]1([F:12])[CH2:10][CH:7]([C:5]2[S:6][C:2]([C:31]3[CH:32]=[CH:33][C:34]([N:37]4[CH2:42][CH2:41][S:40](=[O:44])(=[O:43])[CH2:39][CH2:38]4)=[CH:35][CH:36]=3)=[C:3]([C@@H:13]3[CH2:18][CH2:17][CH2:16][CH2:15][C@H:14]3[C:19]([O:21][CH3:22])=[O:20])[N:4]=2)[CH2:8]1, predict the reactants needed to synthesize it. The reactants are: Br[C:2]1[S:6][C:5]([CH:7]2[CH2:10][C:9]([F:12])([F:11])[CH2:8]2)=[N:4][C:3]=1[C@@H:13]1[CH2:18][CH2:17][CH2:16][CH2:15][C@H:14]1[C:19]([O:21][CH3:22])=[O:20].CC1(C)C(C)(C)OB([C:31]2[CH:36]=[CH:35][C:34]([N:37]3[CH2:42][CH2:41][S:40](=[O:44])(=[O:43])[CH2:39][CH2:38]3)=[CH:33][CH:32]=2)O1.C1C=C(S([O-])(=O)=O)C=C(P(C2C=CC=C(S([O-])(=O)=O)C=2)C2C=CC=C(S([O-])(=O)=O)C=2)C=1.[Na+].[Na+].[Na+].CN(C=O)C.O. (3) Given the product [Cl:1][C:2]1[CH:3]=[N+:4]([O-:39])[CH:5]=[C:6]([Cl:38])[C:7]=1[CH2:8][C@H:9]([O:20][C:21](=[O:37])[C:22]1[CH:27]=[CH:26][C:25]([NH2:28])=[CH:24][C:23]=1[F:36])[C:10]1[CH:15]=[CH:14][C:13]([O:16][CH3:17])=[C:12]([O:18][CH3:19])[CH:11]=1, predict the reactants needed to synthesize it. The reactants are: [Cl:1][C:2]1[CH:3]=[N+:4]([O-:39])[CH:5]=[C:6]([Cl:38])[C:7]=1[CH2:8][C@H:9]([O:20][C:21](=[O:37])[C:22]1[CH:27]=[CH:26][C:25]([NH:28]C(OC(C)(C)C)=O)=[CH:24][C:23]=1[F:36])[C:10]1[CH:15]=[CH:14][C:13]([O:16][CH3:17])=[C:12]([O:18][CH3:19])[CH:11]=1.Cl.O1CCOCC1. (4) Given the product [CH3:1][N:2]1[C:10]2[C:9]([O:11][CH2:12][C:13]3[CH:18]=[CH:17][C:16]([NH2:19])=[CH:15][CH:14]=3)=[N:8][CH:7]=[N:6][C:5]=2[CH:4]=[CH:3]1, predict the reactants needed to synthesize it. The reactants are: [CH3:1][N:2]1[C:10]2[C:9]([O:11][CH2:12][C:13]3[CH:18]=[CH:17][C:16]([N+:19]([O-])=O)=[CH:15][CH:14]=3)=[N:8][CH:7]=[N:6][C:5]=2[CH:4]=[CH:3]1. (5) Given the product [ClH:1].[O:26]1[C:27]2[CH:33]=[CH:32][CH:31]=[CH:30][C:28]=2[CH:29]=[C:25]1[CH:23]1[CH2:22][NH:21][CH2:24]1, predict the reactants needed to synthesize it. The reactants are: [Cl:1]C(OC(Cl)C)=O.C([N:21]1[CH2:24][CH:23]([C:25]2[O:26][C:27]3[CH:33]=[CH:32][CH:31]=[CH:30][C:28]=3[CH:29]=2)[CH2:22]1)(C1C=CC=CC=1)C1C=CC=CC=1.C(O)C. (6) Given the product [ClH:12].[N:1]1[C:10]2[C:5](=[CH:6][C:7]([NH:11][NH2:13])=[CH:8][CH:9]=2)[CH:4]=[CH:3][CH:2]=1, predict the reactants needed to synthesize it. The reactants are: [N:1]1[C:10]2[C:5](=[CH:6][C:7]([NH2:11])=[CH:8][CH:9]=2)[CH:4]=[CH:3][CH:2]=1.[ClH:12].[N:13]([O-])=O.[Na+]. (7) Given the product [C:46]([C:48]1[CH:53]=[C:52]([F:54])[CH:51]=[CH:50][C:49]=1[C:28]1[N:33]=[CH:32][N:31]=[C:30]([NH:34][C:35]2[CH:36]=[C:37]([CH2:41][S:42]([NH2:45])(=[O:44])=[O:43])[CH:38]=[CH:39][CH:40]=2)[N:29]=1)#[N:47], predict the reactants needed to synthesize it. The reactants are: COC1C=CC=CC=1C1N=CN=C(NC2C=C(CS(N)(=O)=O)C=CC=2)N=1.Cl[C:28]1[N:33]=[CH:32][N:31]=[C:30]([NH:34][C:35]2[CH:36]=[C:37]([CH2:41][S:42]([NH2:45])(=[O:44])=[O:43])[CH:38]=[CH:39][CH:40]=2)[N:29]=1.[C:46]([C:48]1[CH:53]=[C:52]([F:54])[CH:51]=[CH:50][C:49]=1B(O)O)#[N:47].